From a dataset of Catalyst prediction with 721,799 reactions and 888 catalyst types from USPTO. Predict which catalyst facilitates the given reaction. (1) Reactant: [NH2:1][C:2]1[N:3]([C:11]2[CH:16]=[CH:15][C:14]([F:17])=[CH:13][CH:12]=2)[C:4]([C:7]([O:9][CH3:10])=[O:8])=[CH:5][N:6]=1.[F:18][C:19]1[C:26]([F:27])=[CH:25][CH:24]=[C:23]([F:28])[C:20]=1[CH:21]=O.C(O[BH-](OC(=O)C)OC(=O)C)(=O)C.[Na+].C(O)(=O)C. Product: [F:17][C:14]1[CH:15]=[CH:16][C:11]([N:3]2[C:4]([C:7]([O:9][CH3:10])=[O:8])=[CH:5][N:6]=[C:2]2[NH:1][CH2:21][C:20]2[C:23]([F:28])=[CH:24][CH:25]=[C:26]([F:27])[C:19]=2[F:18])=[CH:12][CH:13]=1. The catalyst class is: 10. (2) Reactant: C(Cl)(C)(C)C.[Li].[F:7][C:8]1[CH:13]=[CH:12][CH:11]=[C:10]([F:14])[CH:9]=1.FC1C=CC=C(F)C=1[Li].[C:24](OC(=O)C)(=[O:26])[CH3:25]. Product: [CH3:25][C:24]([C:9]1[C:8]([F:7])=[CH:13][CH:12]=[CH:11][C:10]=1[F:14])=[O:26]. The catalyst class is: 1.